Dataset: Reaction yield outcomes from USPTO patents with 853,638 reactions. Task: Predict the reaction yield, written as a fraction of the theoretical maximum amount of product (1.0 means a 100% yield; for example, 0.34 means a 34% yield). (1) The reactants are [CH2:1]([O:4][CH2:5][CH2:6][CH2:7][CH2:8][CH2:9][CH2:10][OH:11])[CH2:2][CH3:3].C1C=C[NH+]=CC=1.C1C=C[NH+]=CC=1.[O-][Cr](O[Cr]([O-])(=O)=O)(=O)=O.ClCCl.C([O-])(=O)C.[Na+]. The catalyst is C(OCC)(=O)C. The product is [CH2:1]([O:4][CH2:5][CH2:6][CH2:7][CH2:8][CH2:9][CH:10]=[O:11])[CH2:2][CH3:3]. The yield is 0.710. (2) The reactants are [Cl:1][C:2]1[CH:9]=[C:8](B2OC(C)(C)C(C)(C)O2)[CH:7]=[CH:6][C:3]=1[C:4]#[N:5].Br[C:20]1[CH:21]=[N:22][CH:23]=[C:24]([Cl:29])[C:25]=1[CH:26]([OH:28])[CH3:27].C(Cl)Cl.C([O-])([O-])=O.[Na+].[Na+]. The catalyst is CN(C=O)C.C1C=CC(P(C2C=CC=CC=2)[C-]2C=CC=C2)=CC=1.C1C=CC(P(C2C=CC=CC=2)[C-]2C=CC=C2)=CC=1.Cl[Pd]Cl.[Fe+2]. The product is [Cl:1][C:2]1[CH:9]=[C:8]([C:20]2[CH:21]=[N:22][CH:23]=[C:24]([Cl:29])[C:25]=2[CH:26]([OH:28])[CH3:27])[CH:7]=[CH:6][C:3]=1[C:4]#[N:5]. The yield is 0.330. (3) The reactants are [F:1][CH:2]([F:25])[O:3][C:4]1[CH:24]=[CH:23][C:7]2[NH:8][C:9]([S:11][CH2:12][C:13]3[C:18]([O:19][CH3:20])=[C:17]([O:21][CH3:22])[CH:16]=[CH:15][N:14]=3)=[N:10][C:6]=2[CH:5]=1.[OH-:26].[Na+].[O-]Cl.[Na+].Cl. The catalyst is S(S([O-])=O)([O-])(=O)=O.[Na+].[Na+].O.C(#N)C. The product is [CH3:22][O:21][C:17]1[CH:16]=[CH:15][N:14]=[C:13]([CH2:12][S+:11]([O-:26])[C:9]2[NH:8][C:7]3[CH:23]=[CH:24][C:4]([O:3][CH:2]([F:1])[F:25])=[CH:5][C:6]=3[N:10]=2)[C:18]=1[O:19][CH3:20]. The yield is 0.660. (4) The reactants are Cl[C:2]1[CH:7]=[C:6]([C:8]2[CH:13]=[CH:12][C:11]([O:14][CH3:15])=[C:10]([O:16][CH3:17])[CH:9]=2)[N:5]=[C:4]([NH2:18])[N:3]=1.C(N(CC)CC)C. The catalyst is CO.CN(C=O)C.[OH-].[Pd+2].[OH-]. The product is [CH3:17][O:16][C:10]1[CH:9]=[C:8]([C:6]2[CH:7]=[CH:2][N:3]=[C:4]([NH2:18])[N:5]=2)[CH:13]=[CH:12][C:11]=1[O:14][CH3:15]. The yield is 0.750. (5) The reactants are [N:1]1([CH:7]2[CH2:12][CH2:11][CH:10]([NH:13][C:14]3[N:15]=[CH:16][N:17]=[C:18]4[C:25]=3[C:24]3[C@@H:23]([CH2:26][OH:27])[CH2:22][CH2:21][C:20]=3[S:19]4)[CH2:9][CH2:8]2)[CH2:6][CH2:5][O:4][CH2:3][CH2:2]1.[CH3:28][S:29](Cl)(=[O:31])=[O:30].C(N(CC)CC)C. The catalyst is ClCCl. The product is [CH3:28][S:29]([O:27][CH2:26][C@H:23]1[CH2:22][CH2:21][C:20]2[S:19][C:18]3[C:25](=[C:14]([NH:13][CH:10]4[CH2:9][CH2:8][CH:7]([N:1]5[CH2:2][CH2:3][O:4][CH2:5][CH2:6]5)[CH2:12][CH2:11]4)[N:15]=[CH:16][N:17]=3)[C:24]1=2)(=[O:31])=[O:30]. The yield is 0.900. (6) The reactants are N[C:2]1[S:3][C:4]2[CH:10]=[C:9]([Cl:11])[CH:8]=[CH:7][C:5]=2[N:6]=1.N([O-])=O.[Na+].[Na+].[Cl-:17].CCOCC. The catalyst is OP(O)(O)=O.O.[O-]S([O-])(=O)=O.[Cu+2].[Cu](Cl)Cl. The product is [Cl:17][C:2]1[S:3][C:4]2[CH:10]=[C:9]([Cl:11])[CH:8]=[CH:7][C:5]=2[N:6]=1. The yield is 0.480. (7) The reactants are Cl[C:2]1[N:3]([C:13]2[CH:18]=[CH:17][C:16]([CH:19]=[CH2:20])=[CH:15][CH:14]=2)[C:4]2[C:9]([C:10]=1[CH:11]=[O:12])=[CH:8][CH:7]=[CH:6][CH:5]=2.[NH:21]1[CH2:26][CH2:25][NH:24][CH2:23][CH2:22]1. No catalyst specified. The product is [N:21]1([C:2]2[N:3]([C:13]3[CH:18]=[CH:17][C:16]([CH:19]=[CH2:20])=[CH:15][CH:14]=3)[C:4]3[C:9]([C:10]=2[CH:11]=[O:12])=[CH:8][CH:7]=[CH:6][CH:5]=3)[CH2:26][CH2:25][NH:24][CH2:23][CH2:22]1. The yield is 0.440.